Dataset: Reaction yield outcomes from USPTO patents with 853,638 reactions. Task: Predict the reaction yield, written as a fraction of the theoretical maximum amount of product (1.0 means a 100% yield; for example, 0.34 means a 34% yield). (1) The reactants are [OH-].[K+].[CH:3](=O)[C:4]1[CH:9]=[CH:8][CH:7]=[CH:6][CH:5]=1.[CH3:11][O:12][CH2:13][O:14][C:15]1[CH:20]=[C:19]([O:21][CH2:22][O:23][CH3:24])[CH:18]=[C:17]([OH:25])[C:16]=1[C:26](=[O:28])[CH3:27]. The catalyst is C(O)C.O.CCO.CCOCC. The product is [CH3:11][O:12][CH2:13][O:14][C:15]1[CH:20]=[C:19]([O:21][CH2:22][O:23][CH3:24])[CH:18]=[C:17]([OH:25])[C:16]=1[C:26](=[O:28])[CH:27]=[CH:3][C:4]1[CH:9]=[CH:8][CH:7]=[CH:6][CH:5]=1. The yield is 0.850. (2) The reactants are FC(F)(F)C(O)=O.[CH:8]([N:11]1[C:15]([C:16]2[N:25]=[C:24]3[N:18]([CH2:19][CH2:20][O:21][C:22]4[CH:29]=[CH:28][C:27]([CH2:30][C:31]([OH:33])=O)=[CH:26][C:23]=43)[CH:17]=2)=[N:14][CH:13]=[N:12]1)([CH3:10])[CH3:9].CN(C(ON1N=NC2C=CC=NC1=2)=[N+](C)C)C.F[P-](F)(F)(F)(F)F.CCN(CC)CC.[C:65]1([NH2:71])[CH:70]=[CH:69][CH:68]=[CH:67][CH:66]=1. The catalyst is CN(C=O)C. The product is [CH:8]([N:11]1[C:15]([C:16]2[N:25]=[C:24]3[C:23]4[CH:26]=[C:27]([CH2:30][C:31]([NH:71][C:65]5[CH:70]=[CH:69][CH:68]=[CH:67][CH:66]=5)=[O:33])[CH:28]=[CH:29][C:22]=4[O:21][CH2:20][CH2:19][N:18]3[CH:17]=2)=[N:14][CH:13]=[N:12]1)([CH3:10])[CH3:9]. The yield is 0.570. (3) The reactants are [NH2:1][C:2]1[CH:10]=[C:9]([O:11][CH3:12])[CH:8]=[C:7]([O:13][CH3:14])[C:3]=1[C:4]([NH2:6])=[O:5].[CH2:15]([O:17][C:18](=[O:29])[CH2:19][CH2:20][C:21]1[CH:26]=[CH:25][C:24]([CH:27]=O)=[CH:23][CH:22]=1)[CH3:16].S(=O)(O)[O-].[Na+].C1(C)C=CC(S(O)(=O)=O)=CC=1. The catalyst is O.CN(C)C(=O)C. The product is [CH2:15]([O:17][C:18](=[O:29])[CH2:19][CH2:20][C:21]1[CH:22]=[CH:23][C:24]([C:27]2[NH:6][C:4](=[O:5])[C:3]3[C:2](=[CH:10][C:9]([O:11][CH3:12])=[CH:8][C:7]=3[O:13][CH3:14])[N:1]=2)=[CH:25][CH:26]=1)[CH3:16]. The yield is 0.970. (4) The reactants are [F:1][C:2]1[C:3]([CH3:12])=[C:4]([CH2:9]C#N)[CH:5]=[CH:6][C:7]=1[F:8].OS(O)(=O)=O.O.[C:19]([O-:22])([O-])=[O:20].[Na+].[Na+]. The catalyst is C(O)(=O)C. The product is [F:1][C:2]1[C:3]([CH3:12])=[C:4]([CH2:9][C:19]([OH:22])=[O:20])[CH:5]=[CH:6][C:7]=1[F:8]. The yield is 0.940.